Task: Binary Classification. Given a miRNA mature sequence and a target amino acid sequence, predict their likelihood of interaction.. Dataset: Experimentally validated miRNA-target interactions with 360,000+ pairs, plus equal number of negative samples The miRNA is mmu-miR-486b-5p with sequence UCCUGUACUGAGCUGCCCCGAG. The protein sequence of the target gene is MESEYREMLLLTGLDHITEEELKRFKYFALTEFQIARSTLDVADRTELADHLIQSAGAASAVTKAINIFQKLNYMHIANALEEKKKEAERKLMTNTKKRGTQKVENRSQAENCSAASATRSDNDFKEQAATEVCPQAKPQKKQMVAEQEAIREDLQKDPLVVTVLKAINPFECETQEGRQEIFHATVATETDFFFVKVLNAQFKDKFIPKRTIKISNYLWHSNFMEVTSSSVVVDVESNHEVPNNVVKRARETPRISKLKIQPCGTIVNGLFKVQKITEEKDRVLYGIHDKTGTMEVLVL.... Result: 1 (interaction).